Task: Predict the reactants needed to synthesize the given product.. Dataset: Full USPTO retrosynthesis dataset with 1.9M reactions from patents (1976-2016) (1) The reactants are: [CH2:1]([O:3][C:4](=[O:8])[CH2:5][C:6]#[N:7])[CH3:2].CC(C)([O-])C.[K+].Cl[C:16]1[C:21](Cl)=[CH:20][CH:19]=[CH:18][C:17]=1[N+:23]([O-:25])=[O:24].[ClH:26]. Given the product [CH2:1]([O:3][C:4](=[O:8])[CH:5]([CH:16]1[CH:21]=[CH:20][CH:19]=[CH:18][C:17]1([Cl:26])[N+:23]([O-:25])=[O:24])[C:6]#[N:7])[CH3:2], predict the reactants needed to synthesize it. (2) The reactants are: N(C(OCC)=O)=NC(OCC)=O.[Cl:13][C:14]1[CH:33]=[CH:32][C:17]([NH:18][C:19]2[C:28]3[C:23](=[CH:24][C:25]([OH:31])=[C:26]([O:29][CH3:30])[CH:27]=3)[N:22]=[CH:21][N:20]=2)=[C:16]([F:34])[CH:15]=1.[N:35]1[N:36]=[CH:37][N:38]([CH2:40][CH2:41]O)[CH:39]=1.C1(P(C2C=CC=CC=2)C2C=CC=CC=2)C=CC=CC=1. Given the product [ClH:13].[Cl:13][C:14]1[CH:33]=[CH:32][C:17]([NH:18][C:19]2[C:28]3[C:23](=[CH:24][C:25]([O:31][CH2:41][CH2:40][N:38]4[CH:37]=[N:36][N:35]=[CH:39]4)=[C:26]([O:29][CH3:30])[CH:27]=3)[N:22]=[CH:21][N:20]=2)=[C:16]([F:34])[CH:15]=1, predict the reactants needed to synthesize it. (3) Given the product [Cl:18][C:19]1[CH:24]=[CH:23][C:22]([NH:25][C:2]2[CH:3]=[C:4]([F:17])[C:5]([CH2:8][NH:9][C:10](=[O:16])[O:11][C:12]([CH3:15])([CH3:14])[CH3:13])=[N:6][CH:7]=2)=[C:21]([C:26]([F:27])([F:28])[F:29])[CH:20]=1, predict the reactants needed to synthesize it. The reactants are: Br[C:2]1[CH:3]=[C:4]([F:17])[C:5]([CH2:8][NH:9][C:10](=[O:16])[O:11][C:12]([CH3:15])([CH3:14])[CH3:13])=[N:6][CH:7]=1.[Cl:18][C:19]1[CH:24]=[CH:23][C:22]([NH2:25])=[C:21]([C:26]([F:29])([F:28])[F:27])[CH:20]=1. (4) Given the product [Cl:1][C:2]1[CH:7]=[CH:6][CH:5]=[CH:4][C:3]=1[N:8]1[C:12]([C:13]2[CH:18]=[CH:17][C:16]([Cl:19])=[CH:15][C:14]=2[Cl:20])=[N:11][C:10]([C:21]([Cl:27])=[O:23])=[N:9]1, predict the reactants needed to synthesize it. The reactants are: [Cl:1][C:2]1[CH:7]=[CH:6][CH:5]=[CH:4][C:3]=1[N:8]1[C:12]([C:13]2[CH:18]=[CH:17][C:16]([Cl:19])=[CH:15][C:14]=2[Cl:20])=[N:11][C:10]([C:21]([OH:23])=O)=[N:9]1.C(Cl)(=O)C([Cl:27])=O. (5) Given the product [CH:1]([OH:11])=[O:2].[C:31]1([N:37]2[CH2:42][CH2:41][N:40]([C:1]([O:2][CH2:3][CH:4]3[CH2:5][CH2:6][N:7]([CH3:10])[CH2:8][CH2:9]3)=[O:21])[CH2:39][CH2:38]2)[CH:36]=[CH:35][CH:34]=[CH:33][CH:32]=1, predict the reactants needed to synthesize it. The reactants are: [C:1](=[O:21])([O:11]C1C=CC([N+]([O-])=O)=CC=1)[O:2][CH2:3][CH:4]1[CH2:9][CH2:8][N:7]([CH3:10])[CH2:6][CH2:5]1.CCN(C(C)C)C(C)C.[C:31]1([N:37]2[CH2:42][CH2:41][NH:40][CH2:39][CH2:38]2)[CH:36]=[CH:35][CH:34]=[CH:33][CH:32]=1. (6) Given the product [C:4]1([CH:8]2[CH2:17][C:16]3[C:11](=[CH:12][C:13]([OH:18])=[CH:14][CH:15]=3)[O:10][CH2:9]2)[CH:5]=[CH:6][CH:7]=[CH:2][CH:3]=1, predict the reactants needed to synthesize it. The reactants are: F[C:2]1[CH:3]=[C:4]([CH:8]2[CH2:17][C:16]3[C:11](=[CH:12][C:13]([OH:18])=[CH:14][CH:15]=3)[O:10][CH2:9]2)[CH:5]=[CH:6][CH:7]=1.OC1C=C2C(C(=O)C(C3C=CC=CC=3)=CO2)=CC=1.